Dataset: Full USPTO retrosynthesis dataset with 1.9M reactions from patents (1976-2016). Task: Predict the reactants needed to synthesize the given product. (1) Given the product [NH:1]1[CH:5]=[C:4]([C:6]2[S:8][CH:10]=[C:11]([C:12]([O:14][CH2:15][CH3:16])=[O:13])[N:7]=2)[N:3]=[CH:2]1, predict the reactants needed to synthesize it. The reactants are: [NH:1]1[CH:5]=[C:4]([C:6](=[S:8])[NH2:7])[N:3]=[CH:2]1.Br[CH2:10][C:11](=O)[C:12]([O:14][CH2:15][CH3:16])=[O:13]. (2) Given the product [CH2:1]([N+:13]([CH3:22])([CH3:21])[CH2:14][CH2:15][CH2:16][S:17]([O-:20])(=[O:18])=[O:19])[CH2:2][CH2:3][CH2:4][CH2:5][CH2:6][CH2:7][CH2:8][CH2:9][CH3:10], predict the reactants needed to synthesize it. The reactants are: [CH2:1]([N+:13]([CH3:22])([CH3:21])[CH2:14][CH2:15][CH2:16][S:17]([O-:20])(=[O:19])=[O:18])[CH2:2][CH2:3][CH2:4][CH2:5][CH2:6][CH2:7][CH2:8][CH2:9][CH2:10]CC.C[N+](CCCCCCCCCCCCCC)(CCCS([O-])(=O)=O)C.C[N+](CCCCCCCCCCCCCCCCCC)(CCCS([O-])(=O)=O)C.C[N+](CCCCCCCCCCCCCCCC)(CCCS([O-])(=O)=O)C. (3) Given the product [Cl:16][C:17]1[N:25]=[C:24]2[C:20]([N:21]=[CH:22][N:23]2[CH2:9][C:10]2[CH:11]=[N:12][CH:13]=[CH:14][CH:15]=2)=[C:19]([NH2:26])[N:18]=1, predict the reactants needed to synthesize it. The reactants are: C(=O)([O-])[O-].[K+].[K+].Cl.Cl[CH2:9][C:10]1[CH:11]=[N:12][CH:13]=[CH:14][CH:15]=1.[Cl:16][C:17]1[N:25]=[C:24]2[C:20]([NH:21][CH:22]=[N:23]2)=[C:19]([NH2:26])[N:18]=1. (4) Given the product [C:21]1(=[O:29])[C:10]2=[C:11]3[C:16](=[CH:17][CH:18]=[C:9]2[NH:8][C:20]1=[O:19])[N:15]=[CH:14][CH:13]=[CH:12]3, predict the reactants needed to synthesize it. The reactants are: S([O-])([O-])(=O)=O.[Na+].[Na+].[NH2:8][C:9]1[CH:10]=[C:11]2[C:16](=[CH:17][CH:18]=1)[N:15]=[CH:14][CH:13]=[CH:12]2.[O:19]=[CH:20][C:21](Cl)(Cl)Cl.Cl.NO.S(=O)(=O)(O)[OH:29]. (5) Given the product [CH3:1][C:2]1[CH:7]=[C:6]([CH3:8])[CH:5]=[CH:4][C:3]=1[N:9]1[CH2:14][CH2:13][N:12]([C:15]([C:17]2[CH:22]=[CH:21][C:20]([N:23]([CH2:29][CH2:30][CH2:31][OH:32])[S:24]([CH3:27])(=[O:26])=[O:25])=[CH:19][CH:18]=2)=[O:16])[CH2:11][CH2:10]1, predict the reactants needed to synthesize it. The reactants are: [CH3:1][C:2]1[CH:7]=[C:6]([CH3:8])[CH:5]=[CH:4][C:3]=1[N:9]1[CH2:14][CH2:13][N:12]([C:15]([C:17]2[CH:22]=[CH:21][C:20]([NH:23][S:24]([CH3:27])(=[O:26])=[O:25])=[CH:19][CH:18]=2)=[O:16])[CH2:11][CH2:10]1.Br[CH2:29][CH2:30][CH2:31][O:32][CH:31]1[CH2:30][CH2:29]CC[O:32]1. (6) Given the product [CH2:6]([N:44]([CH2:43][C:5]1[CH:6]=[CH:7][C:8]([NH:11][C:12](=[O:27])[C:13]2[CH:14]=[CH:15][C:16]([CH2:19][N:20]([CH2:21][C:22]3[NH:26][CH:25]=[CH:24][N:23]=3)[CH2:41][C:32]3[CH:33]=[CH:34][C:35]4[C:40](=[CH:39][CH:38]=[CH:37][CH:36]=4)[N:31]=3)=[CH:17][CH:18]=2)=[CH:9][CH:10]=1)[CH2:7][CH2:8][CH3:9])[CH2:5][CH3:10], predict the reactants needed to synthesize it. The reactants are: C(N(CCC)[C:5]1[CH:10]=[CH:9][C:8]([NH:11][C:12](=[O:27])[C:13]2[CH:18]=[CH:17][C:16]([CH2:19][NH:20][CH2:21][C:22]3[NH:23][CH:24]=[CH:25][N:26]=3)=[CH:15][CH:14]=2)=[CH:7][CH:6]=1)CC.[N:31]1[C:40]2[C:35](=[CH:36][CH:37]=[CH:38][CH:39]=2)[CH:34]=[CH:33][C:32]=1[CH:41]=O.[C:43]([BH3-])#[N:44].[Na+].[OH-].[Na+]. (7) Given the product [CH2:19]([N:18]([CH3:32])[C:16]([N:13]1[C:14](=[O:15])/[C:8](=[CH:7]/[C:6]2[CH:29]=[C:2]([Cl:1])[CH:3]=[CH:4][C:5]=2[O:30][CH3:31])/[CH2:9][N:10]([CH3:28])[C:11](=[O:27])[CH2:12]1)=[O:17])[C:21]1[CH:22]=[CH:23][CH:24]=[CH:25][CH:26]=1, predict the reactants needed to synthesize it. The reactants are: [Cl:1][C:2]1[CH:3]=[CH:4][C:5]([O:30][CH3:31])=[C:6]([CH:29]=1)/[CH:7]=[C:8]1\[CH2:9][N:10]([CH3:28])[C:11](=[O:27])[CH2:12][N:13]([C:16]([NH:18][C@@H:19]([C:21]2[CH:26]=[CH:25][CH:24]=[CH:23][CH:22]=2)C)=[O:17])[C:14]\1=[O:15].[C:32]1([C@H](N)C)C=CC=CC=1.CNCC1C=CC=CC=1. (8) Given the product [N+:9]([C:5]1[CH:4]=[CH:3][C:2]([N:12]2[CH2:16][CH2:15][CH2:14][CH2:13]2)=[CH:8][C:6]=1[NH2:7])([O-:11])=[O:10], predict the reactants needed to synthesize it. The reactants are: Cl[C:2]1[CH:3]=[CH:4][C:5]([N+:9]([O-:11])=[O:10])=[C:6]([CH:8]=1)[NH2:7].[NH:12]1[CH2:16][CH2:15][CH2:14][CH2:13]1. (9) The reactants are: Br[C:2]1[CH:11]=[CH:10][C:9]2[N:8]=[CH:7][CH:6]=[CH:5][C:4]=2[C:3]=1[C:12]#[N:13].C[O-].[Na+].[C:17]([O:21][CH3:22])(=[O:20])[CH2:18][SH:19]. Given the product [NH2:13][C:12]1[C:3]2=[C:4]3[C:9](=[CH:10][CH:11]=[C:2]2[S:19][C:18]=1[C:17]([O:21][CH3:22])=[O:20])[N:8]=[CH:7][CH:6]=[CH:5]3, predict the reactants needed to synthesize it. (10) Given the product [CH3:42][N:43]1[CH:47]=[C:46]([C:48]2[CH:53]=[N:52][C:51]([C:54]3([NH:57][C:24]([C:21]4([NH:20][C:18]([C:17]5[N:13]6[C@:12]([CH3:39])([CH2:27][C:28]7[CH:33]=[CH:32][C:31]([O:34][C:35]([F:37])([F:36])[F:38])=[CH:30][CH:29]=7)[C:11](=[O:40])[N:10]([C:4]7[CH:5]=[C:6]([Cl:9])[C:7]([F:8])=[C:2]([Cl:1])[CH:3]=7)[C:14]6=[N:15][CH:16]=5)=[O:19])[CH2:23][CH2:22]4)=[O:26])[CH2:56][CH2:55]3)=[N:50][CH:49]=2)[CH:45]=[N:44]1, predict the reactants needed to synthesize it. The reactants are: [Cl:1][C:2]1[CH:3]=[C:4]([N:10]2[C:14]3=[N:15][CH:16]=[C:17]([C:18]([NH:20][C:21]4([C:24]([OH:26])=O)[CH2:23][CH2:22]4)=[O:19])[N:13]3[C@:12]([CH3:39])([CH2:27][C:28]3[CH:33]=[CH:32][C:31]([O:34][C:35]([F:38])([F:37])[F:36])=[CH:30][CH:29]=3)[C:11]2=[O:40])[CH:5]=[C:6]([Cl:9])[C:7]=1[F:8].Cl.[CH3:42][N:43]1[CH:47]=[C:46]([C:48]2[CH:49]=[N:50][C:51]([C:54]3([NH2:57])[CH2:56][CH2:55]3)=[N:52][CH:53]=2)[CH:45]=[N:44]1.C(N(C(C)C)CC)(C)C.CN(C(ON1N=NC2C=CC=NC1=2)=[N+](C)C)C.F[P-](F)(F)(F)(F)F.